Predict the reactants needed to synthesize the given product. From a dataset of Full USPTO retrosynthesis dataset with 1.9M reactions from patents (1976-2016). (1) Given the product [CH3:1][N:2]([C@@H:16]1[CH2:20][CH2:19][NH:18][CH2:17]1)[C:3](=[O:15])[C:4]1[CH:9]=[CH:8][C:7]([N:10]2[CH:14]=[CH:13][CH:12]=[N:11]2)=[CH:6][CH:5]=1, predict the reactants needed to synthesize it. The reactants are: [CH3:1][N:2]([C@@H:16]1[CH2:20][CH2:19][N:18](C(OC(C)(C)C)=O)[CH2:17]1)[C:3](=[O:15])[C:4]1[CH:9]=[CH:8][C:7]([N:10]2[CH:14]=[CH:13][CH:12]=[N:11]2)=[CH:6][CH:5]=1. (2) Given the product [Cl:11][C:12]1[CH:13]=[CH:14][C:15]([C:18]([CH3:29])([CH3:28])[CH2:19][C:20]([OH:27])([C:23]([F:25])([F:26])[F:24])[CH:21]=[O:22])=[CH:16][CH:17]=1, predict the reactants needed to synthesize it. The reactants are: C(Cl)(=O)C(Cl)=O.CS(C)=O.[Cl:11][C:12]1[CH:17]=[CH:16][C:15]([C:18]([CH3:29])([CH3:28])[CH2:19][C:20]([OH:27])([C:23]([F:26])([F:25])[F:24])[CH2:21][OH:22])=[CH:14][CH:13]=1.C(N(CC)CC)C. (3) Given the product [Cl:1][C:2]1[CH:7]=[CH:6][C:5]([C:8]2[N:12]([CH:13]3[CH2:14][CH2:15]3)[C:11](=[O:16])[N:10]([CH2:17][C:18]([NH:20][CH:21]([C:33]3[CH:38]=[CH:37][CH:36]=[C:35]([C:39]([F:40])([F:41])[F:42])[CH:34]=3)[C:22]([NH:24][C:25]3([C:28]([OH:30])=[O:29])[CH2:27][CH2:26]3)=[O:23])=[O:19])[N:9]=2)=[CH:4][CH:3]=1, predict the reactants needed to synthesize it. The reactants are: [Cl:1][C:2]1[CH:7]=[CH:6][C:5]([C:8]2[N:12]([CH:13]3[CH2:15][CH2:14]3)[C:11](=[O:16])[N:10]([CH2:17][C:18]([NH:20][CH:21]([C:33]3[CH:38]=[CH:37][CH:36]=[C:35]([C:39]([F:42])([F:41])[F:40])[CH:34]=3)[C:22]([NH:24][C:25]3([C:28]([O:30]CC)=[O:29])[CH2:27][CH2:26]3)=[O:23])=[O:19])[N:9]=2)=[CH:4][CH:3]=1.[OH-].[Li+].[OH-].[Na+].Cl.